This data is from Catalyst prediction with 721,799 reactions and 888 catalyst types from USPTO. The task is: Predict which catalyst facilitates the given reaction. (1) Reactant: [NH2:1][C:2]1([C:11]([OH:13])=[O:12])[CH2:10][C:9]2[C:4](=[CH:5][CH:6]=[CH:7][CH:8]=2)[CH2:3]1.[CH3:14][CH2:15]N(C(C)C)C(C)C.[F:23][C:24]([F:35])([F:34])[C:25]1[CH:33]=[CH:32][CH:31]=[CH:30][C:26]=1[C:27](Cl)=[O:28].CC(O)C.C(Cl)Cl. Product: [CH2:14]([O:12][C:11]([C:2]1([NH:1][C:27](=[O:28])[C:26]2[CH:30]=[CH:31][CH:32]=[CH:33][C:25]=2[C:24]([F:35])([F:34])[F:23])[CH2:3][C:4]2[C:9](=[CH:8][CH:7]=[CH:6][CH:5]=2)[CH2:10]1)=[O:13])[CH3:15]. The catalyst class is: 79. (2) Reactant: [C:1]1([C:7]2[CH:12]=[CH:11][N:10]3[C:13]([CH:16]=[O:17])=[CH:14][N:15]=[C:9]3[CH:8]=2)[CH:6]=[CH:5][CH:4]=[CH:3][CH:2]=1.S([CH2:28][N+:29]#[C-:30])(C1C=CC(C)=CC=1)(=O)=O.C([O-])([O-])=O.[K+].[K+].O. Product: [O:17]1[C:16]([C:13]2[N:10]3[CH:11]=[CH:12][C:7]([C:1]4[CH:2]=[CH:3][CH:4]=[CH:5][CH:6]=4)=[CH:8][C:9]3=[N:15][CH:14]=2)=[CH:30][N:29]=[CH:28]1. The catalyst class is: 5. (3) Reactant: [C:1]([C:3]1[CH:4]=[C:5]2[C:10](=[CH:11][C:12]=1F)[O:9][CH2:8][CH2:7][CH:6]2[C:14]([O:16][CH3:17])=[O:15])#[N:2].C([O-])([O-])=O.[K+].[K+].[Cl:24][C:25]1[CH:42]=[CH:41][C:28]([CH2:29][CH2:30][NH:31][C:32](=[O:40])[C:33]2[CH:38]=[CH:37][C:36]([OH:39])=[CH:35][CH:34]=2)=[CH:27][CH:26]=1. Product: [Cl:24][C:25]1[CH:26]=[CH:27][C:28]([CH2:29][CH2:30][NH:31][C:32]([C:33]2[CH:38]=[CH:37][C:36]([O:39][C:12]3[CH:11]=[C:10]4[C:5]([CH:6]([C:14]([O:16][CH3:17])=[O:15])[CH2:7][CH2:8][O:9]4)=[CH:4][C:3]=3[C:1]#[N:2])=[CH:35][CH:34]=2)=[O:40])=[CH:41][CH:42]=1. The catalyst class is: 60. (4) Reactant: [CH2:1]([O:8][C@H:9]([CH3:13])[C@H:10]([OH:12])[CH3:11])[C:2]1[CH:7]=[CH:6][CH:5]=[CH:4][CH:3]=1.[H-].[Na+].[Cl:16][C:17]1[N:22]=[C:21](Cl)[C:20]([I:24])=[CH:19][N:18]=1.[Cl-].[Na+]. Product: [CH2:1]([O:8][C@H:9]([CH3:13])[C@@H:10]([CH3:11])[O:12][C:19]1[C:20]([I:24])=[CH:21][N:22]=[C:17]([Cl:16])[N:18]=1)[C:2]1[CH:7]=[CH:6][CH:5]=[CH:4][CH:3]=1. The catalyst class is: 27.